From a dataset of Reaction yield outcomes from USPTO patents with 853,638 reactions. Predict the reaction yield, written as a fraction of the theoretical maximum amount of product (1.0 means a 100% yield; for example, 0.34 means a 34% yield). (1) The reactants are [F:1][C:2]1[CH:7]=[CH:6][C:5]([C:8]2[C:16]3[C:11](=[CH:12][CH:13]=[C:14]([C:17]#[C:18][C:19]4[CH:24]=[CH:23][CH:22]=[CH:21][CH:20]=4)[CH:15]=3)[N:10](C3CCCCO3)[N:9]=2)=[CH:4][CH:3]=1.Cl. The catalyst is O1CCCC1. The product is [F:1][C:2]1[CH:3]=[CH:4][C:5]([C:8]2[C:16]3[C:11](=[CH:12][CH:13]=[C:14]([CH:17]=[CH:18][C:19]4[CH:20]=[CH:21][CH:22]=[CH:23][CH:24]=4)[CH:15]=3)[NH:10][N:9]=2)=[CH:6][CH:7]=1. The yield is 0.900. (2) The reactants are [OH:1][C:2]12[CH2:11][CH:6]3[CH2:7][CH:8]([CH2:10][CH:4]([CH:5]3[NH:12][C:13]([C:15]3[CH:28]=[CH:27][C:18]4[N:19]([CH2:22][CH2:23][N:24]=[N+]=[N-])[CH:20]=[N:21][C:17]=4[CH:16]=3)=[O:14])[CH2:3]1)[CH2:9]2. The catalyst is CO.[Pd]. The product is [OH:1][C:2]12[CH2:3][CH:4]3[CH2:10][CH:8]([CH2:7][CH:6]([CH:5]3[NH:12][C:13]([C:15]3[CH:28]=[CH:27][C:18]4[N:19]([CH2:22][CH2:23][NH2:24])[CH:20]=[N:21][C:17]=4[CH:16]=3)=[O:14])[CH2:11]1)[CH2:9]2. The yield is 0.750. (3) The reactants are Cl.[Br:2][C:3]1[CH:10]=[CH:9][C:6]([CH2:7][NH2:8])=[CH:5][CH:4]=1.[F:11][C:12]([F:38])([F:37])[C:13]1[CH:18]=[CH:17][C:16]([C:19]2[C:20]([C:25]([NH:27][C:28]3[CH:29]=[C:30]([C:34](O)=[O:35])[N:31]([CH3:33])[CH:32]=3)=[O:26])=[CH:21][CH:22]=[CH:23][CH:24]=2)=[CH:15][CH:14]=1.CN(C(ON1N=NC2C=CC=CC1=2)=[N+](C)C)C.[B-](F)(F)(F)F.C(N(C(C)C)C(C)C)C.BrBr. The catalyst is CN(C)C=O.ClCCl.C(O)C. The product is [Br:2][C:3]1[CH:10]=[CH:9][C:6]([CH2:7][NH:8][C:34]([C:30]2[N:31]([CH3:33])[CH:32]=[C:28]([NH:27][C:25]([C:20]3[C:19]([C:16]4[CH:15]=[CH:14][C:13]([C:12]([F:38])([F:11])[F:37])=[CH:18][CH:17]=4)=[CH:24][CH:23]=[CH:22][CH:21]=3)=[O:26])[CH:29]=2)=[O:35])=[CH:5][CH:4]=1. The yield is 1.00. (4) The reactants are [F:1][C:2]1[CH:7]=[CH:6][C:5]([C:8](=O)[CH2:9][C:10]2[CH:15]=[CH:14][CH:13]=[CH:12][CH:11]=2)=[CH:4][CH:3]=1.[CH2:17]([O:19][C:20]1[CH:21]=[C:22]([CH:25]=[C:26]([N+:29]([O-:31])=[O:30])[C:27]=1[OH:28])[CH:23]=O)[CH3:18].[NH2:32][C:33]([NH2:35])=[O:34].Cl. The catalyst is CCO. The product is [CH2:17]([O:19][C:20]1[CH:21]=[C:22]([CH:23]2[C:9]([C:10]3[CH:15]=[CH:14][CH:13]=[CH:12][CH:11]=3)=[C:8]([C:5]3[CH:6]=[CH:7][C:2]([F:1])=[CH:3][CH:4]=3)[NH:35][C:33](=[O:34])[NH:32]2)[CH:25]=[C:26]([N+:29]([O-:31])=[O:30])[C:27]=1[OH:28])[CH3:18]. The yield is 0.290. (5) The reactants are [CH2:1]([O:3][C:4]1[C:9]2[C:10](=O)[CH2:11][O:12][C:8]=2[CH:7]=[CH:6][CH:5]=1)[CH3:2].C([O-])(=O)C.[Na+].Cl.[NH2:20][OH:21]. The catalyst is C(O)C.O. The product is [CH2:1]([O:3][C:4]1[C:9]2[C:10](=[N:20][OH:21])[CH2:11][O:12][C:8]=2[CH:7]=[CH:6][CH:5]=1)[CH3:2]. The yield is 0.930. (6) The reactants are [Se-2:1].[Na+].[Na+].Cl[C:5]1[CH:12]=[CH:11][CH:10]=[CH:9][C:6]=1[C:7]#[N:8].Cl[CH2:14][C:15]#[N:16].C[O-].[Na+]. The product is [NH2:8][C:7]1[C:6]2[CH:9]=[CH:10][CH:11]=[CH:12][C:5]=2[Se:1][C:14]=1[C:15]#[N:16]. The catalyst is CN(C=O)C.CO.O. The yield is 0.440. (7) The reactants are [CH2:1]([OH:7])[CH2:2][CH2:3][CH2:4][CH2:5][CH3:6].[H-].[Na+].[F:10][C:11]1[C:16]([C:17]2[C:22]([F:23])=[C:21]([F:24])[C:20]([CH:25]([S:33]([C:36]([F:39])([F:38])[F:37])(=[O:35])=[O:34])[S:26]([C:29]([F:32])([F:31])[F:30])(=[O:28])=[O:27])=[C:19]([F:40])[C:18]=2[F:41])=[C:15]([F:42])[C:14]([F:43])=[C:13](F)[C:12]=1[F:45].O.Cl. The catalyst is N1C=CC=CC=1. The product is [CH2:1]([O:7][C:13]1[C:12]([F:45])=[C:11]([F:10])[C:16]([C:17]2[C:18]([F:41])=[C:19]([F:40])[C:20]([CH:25]([S:26]([C:29]([F:30])([F:31])[F:32])(=[O:27])=[O:28])[S:33]([C:36]([F:37])([F:38])[F:39])(=[O:35])=[O:34])=[C:21]([F:24])[C:22]=2[F:23])=[C:15]([F:42])[C:14]=1[F:43])[CH2:2][CH2:3][CH2:4][CH2:5][CH3:6]. The yield is 0.940. (8) The reactants are C[O:2][C:3](=[O:50])[C:4]1[CH:9]=[CH:8][CH:7]=[CH:6][C:5]=1[O:10][C:11]1[CH:16]=[CH:15][CH:14]=[C:13]([O:17][CH2:18][CH2:19][CH2:20][O:21][C:22]2[CH:27]=[C:26]([O:28]CC3C=CC=CC=3)[C:25](B3OC(C)(C)C(C)(C)O3)=[CH:24][C:23]=2[CH2:45][CH3:46])[C:12]=1[CH2:47][CH2:48][CH3:49].[CH3:51][C:52]1[C:56](I)=[C:55]([CH3:58])[O:54][N:53]=1.C(=O)([O-])[O-].[Cs+].[Cs+].I[Si](C)(C)C.S([O-])([O-])(=O)=S.[Na+:75].[Na+].[OH-].[Na+]. The catalyst is CCOCC.C1C=CC(P(C2C=CC=CC=2)[C-]2C=CC=C2)=CC=1.C1C=CC(P(C2C=CC=CC=2)[C-]2C=CC=C2)=CC=1.Cl[Pd]Cl.[Fe+2]. The product is [Na+:75].[CH3:51][C:52]1[C:56]([C:25]2[C:26]([OH:28])=[CH:27][C:22]([O:21][CH2:20][CH2:19][CH2:18][O:17][C:13]3[C:12]([CH2:47][CH2:48][CH3:49])=[C:11]([CH:16]=[CH:15][CH:14]=3)[O:10][C:5]3[CH:6]=[CH:7][CH:8]=[CH:9][C:4]=3[C:3]([O-:50])=[O:2])=[C:23]([CH2:45][CH3:46])[CH:24]=2)=[C:55]([CH3:58])[O:54][N:53]=1. The yield is 0.230. (9) The reactants are O.C1(C)C=CC(S(O)(=O)=O)=CC=1.N1C=CC=CC=1.[CH3:19][C:20]([C:22]1[CH:30]=[CH:29][C:27](O)=[C:24]([O:25][CH3:26])[CH:23]=1)=[O:21].[O:31]1[CH:36]=[CH:35][CH2:34][CH2:33][CH2:32]1. The catalyst is C(Cl)Cl. The product is [CH3:26][O:25][C:24]1[CH:23]=[C:22]([C:20](=[O:21])[CH3:19])[CH:30]=[CH:29][C:27]=1[CH:32]1[CH2:33][CH2:34][CH2:35][CH2:36][O:31]1. The yield is 0.460. (10) The reactants are [NH2:1][C:2]1[C:11]2[C:6](=[CH:7][CH:8]=[CH:9][C:10]=2[O:12][CH2:13][C:14]([CH3:22])([CH3:21])[C:15]([NH:17][CH:18]([CH3:20])[CH3:19])=[O:16])[N:5]=[C:4]([CH3:23])[C:3]=1[C:24]([O:26]CC)=[O:25].[OH-].[Na+].Cl. The catalyst is CCO. The product is [NH2:1][C:2]1[C:11]2[C:6](=[CH:7][CH:8]=[CH:9][C:10]=2[O:12][CH2:13][C:14]([CH3:21])([CH3:22])[C:15]([NH:17][CH:18]([CH3:20])[CH3:19])=[O:16])[N:5]=[C:4]([CH3:23])[C:3]=1[C:24]([OH:26])=[O:25]. The yield is 0.890.